Regression. Given a peptide amino acid sequence and an MHC pseudo amino acid sequence, predict their binding affinity value. This is MHC class II binding data. From a dataset of Peptide-MHC class II binding affinity with 134,281 pairs from IEDB. (1) The peptide sequence is YFKGNFERLAITKGK. The MHC is DRB1_1602 with pseudo-sequence DRB1_1602. The binding affinity (normalized) is 0.354. (2) The peptide sequence is EKKYFAATQFEHLAA. The MHC is DRB1_0701 with pseudo-sequence DRB1_0701. The binding affinity (normalized) is 0.768. (3) The binding affinity (normalized) is 0.365. The MHC is H-2-IAd with pseudo-sequence H-2-IAd. The peptide sequence is GINTRNMTMSMSMIL. (4) The peptide sequence is PQPELPYPQPQLPY. The MHC is HLA-DQA10501-DQB10201 with pseudo-sequence HLA-DQA10501-DQB10201. The binding affinity (normalized) is 0.177. (5) The peptide sequence is TVMPLLCGIGCAMLH. The MHC is HLA-DQA10102-DQB10501 with pseudo-sequence HLA-DQA10102-DQB10501. The binding affinity (normalized) is 0.524. (6) The peptide sequence is VPRRGPRGGPGRSYA. The MHC is HLA-DQA10501-DQB10201 with pseudo-sequence HLA-DQA10501-DQB10201. The binding affinity (normalized) is 0.193. (7) The peptide sequence is KMIGGIGGFIKVRQYDQIHI. The MHC is DRB1_0404 with pseudo-sequence DRB1_0404. The binding affinity (normalized) is 0.248. (8) The peptide sequence is GLVHVANNNYDPWTI. The MHC is DRB1_0405 with pseudo-sequence DRB1_0405. The binding affinity (normalized) is 0.614.